From a dataset of Reaction yield outcomes from USPTO patents with 853,638 reactions. Predict the reaction yield, written as a fraction of the theoretical maximum amount of product (1.0 means a 100% yield; for example, 0.34 means a 34% yield). (1) The reactants are [CH3:1][CH:2]([CH3:18])[C@@H:3](/[N:10]=[CH:11]/[C:12]1[CH:17]=[CH:16][CH:15]=[CH:14][N:13]=1)[CH2:4][O:5][Si](C)(C)C.[C:19]1([Mg]Br)[CH:24]=[CH:23][CH:22]=[CH:21][CH:20]=1. The catalyst is C1COCC1. The product is [CH3:1][CH:2]([CH3:18])[C@@H:3]([NH:10][C@H:11]([C:19]1[CH:24]=[CH:23][CH:22]=[CH:21][CH:20]=1)[C:12]1[CH:17]=[CH:16][CH:15]=[CH:14][N:13]=1)[CH2:4][OH:5]. The yield is 0.850. (2) The reactants are Cl[CH2:2][CH2:3][CH2:4][S:5]([N:8]1[CH2:13][CH2:12][CH:11]([C:14]2[C:22]3[C:17](=[C:18]([C:29]([NH2:31])=[O:30])[CH:19]=[C:20]([C:23]4[CH:28]=[CH:27][CH:26]=[CH:25][CH:24]=4)[CH:21]=3)[NH:16][CH:15]=2)[CH2:10][CH2:9]1)(=[O:7])=[O:6].Cl.[CH3:33][O:34][NH2:35].C([O-])([O-])=O.[K+].[K+]. The catalyst is CS(C)=O.[I-].[Na+]. The product is [CH3:33][O:34][NH:35][CH2:2][CH2:3][CH2:4][S:5]([N:8]1[CH2:13][CH2:12][CH:11]([C:14]2[C:22]3[C:17](=[C:18]([C:29]([NH2:31])=[O:30])[CH:19]=[C:20]([C:23]4[CH:28]=[CH:27][CH:26]=[CH:25][CH:24]=4)[CH:21]=3)[NH:16][CH:15]=2)[CH2:10][CH2:9]1)(=[O:7])=[O:6]. The yield is 0.430. (3) The reactants are Br[C:2]1[CH:11]=[C:10]2[C:5]([C:6]([O:13][C:14]3[CH:19]=[CH:18][CH:17]=[CH:16][CH:15]=3)=[CH:7][C:8](=[O:12])[NH:9]2)=[CH:4][CH:3]=1.[CH3:20][N:21]1[CH:25]=[C:24](B2OC(C)(C)C(C)(C)O2)[CH:23]=[N:22]1.C(=O)([O-])[O-].[Cs+].[Cs+]. The catalyst is O1CCOCC1. The product is [CH3:20][N:21]1[CH:25]=[C:24]([C:2]2[CH:11]=[C:10]3[C:5]([C:6]([O:13][C:14]4[CH:19]=[CH:18][CH:17]=[CH:16][CH:15]=4)=[CH:7][C:8](=[O:12])[NH:9]3)=[CH:4][CH:3]=2)[CH:23]=[N:22]1. The yield is 0.130. (4) The product is [Br:32][C:33]1[CH:38]=[C:37]([CH2:39][O:40][C:41]2[CH:42]=[CH:43][C:44]([C:45]([NH:47][CH2:48][C@@H:49]([C:50](=[O:51])[NH:6][OH:15])[N:53]3[CH2:58][CH2:57][CH2:56][CH2:55][CH2:54]3)=[O:46])=[CH:59][CH:60]=2)[CH:36]=[CH:35][N:34]=1. The catalyst is CN(C)C=O.O. The yield is 0.100. The reactants are F[B-](F)(F)F.[N:6]1([O:15]C(N(C)C)=[N+](C)C)C2C=CC=CC=2N=N1.C(N(C(C)C)CC)(C)C.[Br:32][C:33]1[CH:38]=[C:37]([CH2:39][O:40][C:41]2[CH:60]=[CH:59][C:44]([C:45]([NH:47][CH2:48][C@H:49]([N:53]3[CH2:58][CH2:57][CH2:56][CH2:55][CH2:54]3)[C:50](O)=[O:51])=[O:46])=[CH:43][CH:42]=2)[CH:36]=[CH:35][N:34]=1.C(O)(=O)CC(CC(O)=O)(C(O)=O)O.C(=O)([O-])O.[Na+].